Dataset: Catalyst prediction with 721,799 reactions and 888 catalyst types from USPTO. Task: Predict which catalyst facilitates the given reaction. (1) Reactant: CO[N:3]=[CH:4][C:5]1[CH:13]=[C:12]2[C:8]([CH:9]=[CH:10][NH:11]2)=[CH:7][CH:6]=1.Cl. Product: [NH:11]1[C:12]2[C:8](=[CH:7][CH:6]=[C:5]([CH2:4][NH2:3])[CH:13]=2)[CH:9]=[CH:10]1. The catalyst class is: 29. (2) Reactant: [CH3:1][C@@H:2]1[O:7][C@@H:6]([O:8][C@H:9]2[C@@H:100]3[NH:101][C:102](=[O:103])[C@@H:81]([C:82]4[CH:83]=[CH:84][C:85]([OH:107])=[C:86]([C:88]5[C:93]([OH:94])=[CH:92][C:91]([OH:95])=[CH:90][C:89]=5[C@@H:96]([C:104]([OH:106])=[O:105])[NH:97][C:98]3=[O:99])[CH:87]=4)[NH:80][C:78](=[O:79])[C@H:77]3[C:20]4=[CH:21][C:22]([O:60][C:61]5[CH:62]=[CH:63][C:64]([C@@H:68]([OH:122])[C@@H:69]([NH:112][C:113]([C@H:115]([NH:120][CH3:121])[CH2:116][CH:117]([CH3:119])[CH3:118])=[O:114])[C:70]([NH:72][C@@H:73]([CH2:108][C:109]([NH2:111])=[O:110])[C:74]([NH:76]3)=[O:75])=[O:71])=[CH:65][C:66]=5[Cl:67])=[C:23]([O:24][C@@H:25]3[O:30][C@H:29]([CH2:31][OH:32])[C@@H:28]([OH:33])[C@H:27]([OH:34])[C@H:26]3[O:35][C@@H:36]3[O:41][C@@H:40]([CH3:42])[C@H:39]([OH:43])[C@:38]([NH:45][CH2:46][C:47]5[CH:48]=[CH:49][C:50]([C:53]6[CH:54]=[CH:55][C:56]([Cl:59])=[CH:57][CH:58]=6)=[CH:51][CH:52]=5)([CH3:44])[CH2:37]3)[C:18](=[CH:19]4)[O:17][C:13]3=[C:14]([Cl:16])[CH:15]=[C:10]2[CH:11]=[CH:12]3)[CH2:5][C@@:4]([NH2:124])([CH3:123])[C@H:3]1[OH:125].OP(O)(O)=O.C([O-])(O)=O.[Na+]. The catalyst class is: 38. Product: [CH3:1][C@@H:2]1[O:7][C@@H:6]([O:8][C@H:9]2[C@@H:100]3[NH:101][C:102](=[O:103])[C@@H:81]([C:82]4[CH:83]=[CH:84][C:85]([OH:107])=[C:86]([C:88]5[C:93]([OH:94])=[CH:92][C:91]([OH:95])=[CH:90][C:89]=5[C@@H:96]([C:104]([OH:106])=[O:105])[NH:97][C:98]3=[O:99])[CH:87]=4)[NH:80][C:78](=[O:79])[C@H:77]3[C:20]4=[CH:21][C:22]([O:60][C:61]5[CH:62]=[CH:63][C:64]([C@@H:68]([OH:122])[C@@H:69]([NH:112][C:113]([C@H:115]([NH:120][CH3:121])[CH2:116][CH:117]([CH3:118])[CH3:119])=[O:114])[C:70]([NH:72][C@@H:73]([CH2:108][C:109]([NH2:111])=[O:110])[C:74]([NH:76]3)=[O:75])=[O:71])=[CH:65][C:66]=5[Cl:67])=[C:23]([O:24][C@@H:25]3[O:30][C@H:29]([CH2:31][OH:32])[C@@H:28]([OH:33])[C@H:27]([OH:34])[C@H:26]3[O:35][C@@H:36]3[O:41][C@@H:40]([CH3:42])[C@H:39]([OH:43])[C@:38]([NH:45][CH2:46][C:47]5[CH:52]=[CH:51][C:50]([C:53]6[CH:58]=[CH:57][C:56]([Cl:59])=[CH:55][CH:54]=6)=[CH:49][CH:48]=5)([CH3:44])[CH2:37]3)[C:18](=[CH:19]4)[O:17][C:13]3=[C:14]([Cl:16])[CH:15]=[C:10]2[CH:11]=[CH:12]3)[CH2:5][C@@:4]([NH2:124])([CH3:123])[C@H:3]1[OH:125]. (3) Reactant: F[C:2]1[CH:7]=[CH:6][C:5]([N+:8]([O-:10])=[O:9])=[C:4]([N+:11]([O-:13])=[O:12])[CH:3]=1.[OH:14][CH2:15][C:16]1[CH:21]=[CH:20][C:19]([OH:22])=[CH:18][CH:17]=1.C(=O)([O-])[O-].[K+].[K+].C(=O)([O-])[O-].[Cs+].[Cs+]. Product: [N+:11]([C:4]1[CH:3]=[C:2]([O:22][C:19]2[CH:20]=[CH:21][C:16]([CH2:15][OH:14])=[CH:17][CH:18]=2)[CH:7]=[CH:6][C:5]=1[N+:8]([O-:10])=[O:9])([O-:13])=[O:12]. The catalyst class is: 9. (4) Reactant: C1[C@H:35](N)[C@@H:33]([O:34][C@H]2[O:34][C@H:33]([CH2:35]N)[C@@H:32]([OH:37])[C@H:31](O)[C@H:30]2N)[C@H:32]([O:37][C@@H:30]2[O:34][C@H:33]([CH2:35]O)[C@@H:32]([O:37][C@H]3[O:34][C@@H:33]([CH2:35]N)[C@@H:32]([OH:37])[C@H:31](O)[C@H:30]3N)[C@H:31]2O)[C@@H:31](O)[C@@H:30]1N.OS(O)(=O)=O.[CH2:48](Br)[C:49]1[CH:54]=[CH:53][CH:52]=[CH:51][CH:50]=1.[H-].[Na+]. Product: [O:34]1[C@H:33]([C@H:32]([O:37][CH2:48][C:49]2[CH:54]=[CH:53][CH:52]=[CH:51][CH:50]=2)[CH:31]=[CH2:30])[CH2:35]1. The catalyst class is: 807.